This data is from Forward reaction prediction with 1.9M reactions from USPTO patents (1976-2016). The task is: Predict the product of the given reaction. Given the reactants Cl.[NH2:2][C@@H:3]([CH2:9][CH:10]([CH3:12])[CH3:11])[C:4]([O:6][CH2:7][CH3:8])=[O:5].C(N(C(C)C)C(C)C)C.[C:22]([C:25]1[N:30]=[C:29]([C:31]2[CH:36]=[CH:35][C:34]([C:37]3[CH:42]=[CH:41][C:40]([CH2:43][C:44](O)=[O:45])=[CH:39][C:38]=3[Cl:47])=[CH:33][CH:32]=2)[C:28]([CH3:48])=[N:27][C:26]=1[CH3:49])(=[O:24])[NH2:23].Cl.CN(C)CCCN=C=NCC.N1(O)C2C=CC=CC=2N=N1, predict the reaction product. The product is: [C:22]([C:25]1[N:30]=[C:29]([C:31]2[CH:36]=[CH:35][C:34]([C:37]3[CH:42]=[CH:41][C:40]([CH2:43][C:44]([NH:2][C@@H:3]([CH2:9][CH:10]([CH3:11])[CH3:12])[C:4]([O:6][CH2:7][CH3:8])=[O:5])=[O:45])=[CH:39][C:38]=3[Cl:47])=[CH:33][CH:32]=2)[C:28]([CH3:48])=[N:27][C:26]=1[CH3:49])(=[O:24])[NH2:23].